This data is from Reaction yield outcomes from USPTO patents with 853,638 reactions. The task is: Predict the reaction yield, written as a fraction of the theoretical maximum amount of product (1.0 means a 100% yield; for example, 0.34 means a 34% yield). (1) The reactants are [O:1]1[CH2:4][CH:3]([NH:5][C:6]2[C:7]([C:12]([O:14][CH2:15][CH3:16])=[O:13])=[N:8][CH:9]=[CH:10][CH:11]=2)[CH2:2]1.C1C(=O)N([Br:24])C(=O)C1. The catalyst is C(#N)C. The product is [Br:24][C:9]1[N:8]=[C:7]([C:12]([O:14][CH2:15][CH3:16])=[O:13])[C:6]([NH:5][CH:3]2[CH2:4][O:1][CH2:2]2)=[CH:11][CH:10]=1. The yield is 0.760. (2) The reactants are [OH:1][C:2]1[CH:7]=[CH:6][NH:5][C:4](=[O:8])[CH:3]=1.CS(O[CH:14]1[CH2:19][CH2:18][N:17]([C:20]([O:22][CH:23]([CH3:25])[CH3:24])=[O:21])[CH2:16][CH2:15]1)(=O)=O.C(=O)([O-])[O-].[K+].[K+]. The catalyst is CN(C=O)C.CCOC(C)=O.O. The product is [O:8]=[C:4]1[CH:3]=[C:2]([O:1][CH:14]2[CH2:19][CH2:18][N:17]([C:20]([O:22][CH:23]([CH3:25])[CH3:24])=[O:21])[CH2:16][CH2:15]2)[CH:7]=[CH:6][NH:5]1. The yield is 0.440.